From a dataset of Full USPTO retrosynthesis dataset with 1.9M reactions from patents (1976-2016). Predict the reactants needed to synthesize the given product. (1) The reactants are: [OH:1][CH:2]([C:11]1[CH:16]=[CH:15][C:14]([C:17]2[N:21]=[C:20]([C:22]3[O:26][N:25]=[C:24]([C:27]4[CH:32]=[CH:31][CH:30]=[CH:29][CH:28]=4)[C:23]=3[C:33]([F:36])([F:35])[F:34])[O:19][N:18]=2)=[CH:13][CH:12]=1)[C:3]([NH:5][CH2:6][CH2:7][C:8](O)=[O:9])=[O:4].Cl.[CH:38]1([NH2:41])[CH2:40][CH2:39]1.CN1CCOCC1.CN(C(ON1N=NC2C=CC=NC1=2)=[N+](C)C)C.F[P-](F)(F)(F)(F)F. Given the product [CH:38]1([NH:41][C:8](=[O:9])[CH2:7][CH2:6][NH:5][C:3](=[O:4])[CH:2]([OH:1])[C:11]2[CH:12]=[CH:13][C:14]([C:17]3[N:21]=[C:20]([C:22]4[O:26][N:25]=[C:24]([C:27]5[CH:32]=[CH:31][CH:30]=[CH:29][CH:28]=5)[C:23]=4[C:33]([F:36])([F:34])[F:35])[O:19][N:18]=3)=[CH:15][CH:16]=2)[CH2:40][CH2:39]1, predict the reactants needed to synthesize it. (2) Given the product [CH2:10]([N:17]1[CH2:18][CH2:9][C:3]([CH2:2][F:1])([C:4]([O:6][CH2:7][CH3:8])=[O:5])[CH2:21]1)[C:11]1[CH:12]=[CH:13][CH:14]=[CH:15][CH:16]=1, predict the reactants needed to synthesize it. The reactants are: [F:1][CH2:2][C:3](=[CH2:9])[C:4]([O:6][CH2:7][CH3:8])=[O:5].[CH2:10]([N:17]([CH2:21][Si](C)(C)C)[CH2:18]OC)[C:11]1[CH:16]=[CH:15][CH:14]=[CH:13][CH:12]=1.C(O)(C(F)(F)F)=O. (3) Given the product [F:11][C:12]1[C:13]([O:18][CH3:19])=[CH:14][CH:15]=[CH:16][C:17]=1[CH:8]=[O:9], predict the reactants needed to synthesize it. The reactants are: C([Li])(CC)C.C1C[O:9][CH2:8]C1.[F:11][C:12]1[CH:17]=[CH:16][CH:15]=[CH:14][C:13]=1[O:18][CH3:19].CN(C=O)C. (4) Given the product [N+:28]([C:16]1[CH:17]=[C:18]([S:21]([C:24]([F:27])([F:26])[F:25])(=[O:23])=[O:22])[CH:19]=[CH:20][C:15]=1[O:11][CH:8]([CH2:9][O:10][C:15]1[CH:20]=[CH:19][C:18]([S:21]([C:24]([F:26])([F:27])[F:25])(=[O:23])=[O:22])=[CH:17][C:16]=1[N+:28]([O-:30])=[O:29])[CH2:7][N:1]1[CH2:6][CH2:5][O:4][CH2:3][CH2:2]1)([O-:30])=[O:29], predict the reactants needed to synthesize it. The reactants are: [N:1]1([CH2:7][CH:8]([OH:11])[CH2:9][OH:10])[CH2:6][CH2:5][O:4][CH2:3][CH2:2]1.[H-].[Na+].Cl[C:15]1[CH:20]=[CH:19][C:18]([S:21]([C:24]([F:27])([F:26])[F:25])(=[O:23])=[O:22])=[CH:17][C:16]=1[N+:28]([O-:30])=[O:29]. (5) Given the product [CH3:1][N:2]1[NH:7][CH:6]([CH3:8])[C:5]2[CH:9]=[CH:10][C:11]([O:14][CH3:15])=[C:12]([Cl:13])[C:4]=2[S:3]1(=[O:17])=[O:16], predict the reactants needed to synthesize it. The reactants are: [CH3:1][N:2]1[N:7]=[C:6]([CH3:8])[C:5]2[CH:9]=[CH:10][C:11]([O:14][CH3:15])=[C:12]([Cl:13])[C:4]=2[S:3]1(=[O:17])=[O:16]. (6) Given the product [Cl:11][C:9]1[N:10]=[C:3]2[C:2]([NH:20][CH2:19][C:18]3[CH:21]=[CH:22][CH:23]=[C:16]([S:13]([CH3:12])(=[O:15])=[O:14])[CH:17]=3)=[CH:7][CH:6]=[CH:5][N:4]2[N:8]=1, predict the reactants needed to synthesize it. The reactants are: Br[C:2]1[C:3]2[N:4]([N:8]=[C:9]([Cl:11])[N:10]=2)[CH:5]=[CH:6][CH:7]=1.[CH3:12][S:13]([C:16]1[CH:17]=[C:18]([CH:21]=[CH:22][CH:23]=1)[CH2:19][NH2:20])(=[O:15])=[O:14]. (7) Given the product [ClH:32].[CH3:1][C:2]1[C:3]([C:11]2[S:15][C:14]([C:16]([N:26]3[CH2:31][CH2:30][NH:29][CH2:28][CH2:27]3)=[O:18])=[CH:13][CH:12]=2)=[N:4][O:5][C:6]=1[C:7]([F:8])([F:9])[F:10], predict the reactants needed to synthesize it. The reactants are: [CH3:1][C:2]1[C:3]([C:11]2[S:15][C:14]([C:16]([OH:18])=O)=[CH:13][CH:12]=2)=[N:4][O:5][C:6]=1[C:7]([F:10])([F:9])[F:8].C([N:26]1[CH2:31][CH2:30][NH:29][CH2:28][CH2:27]1)(OC(C)(C)C)=O.[ClH:32]. (8) Given the product [C:24]([OH:27])(=[O:26])[CH3:25].[NH:23]=[CH:21][CH2:22][NH:1][C:2]1[NH:6][N:5]=[C:4]([CH3:7])[C:3]=1[C:8]1[C:13]([CH3:14])=[CH:12][C:11]([O:15][CH3:16])=[CH:10][C:9]=1[CH3:17], predict the reactants needed to synthesize it. The reactants are: [NH2:1][C:2]1[NH:6][N:5]=[C:4]([CH3:7])[C:3]=1[C:8]1[C:13]([CH3:14])=[CH:12][C:11]([O:15][CH3:16])=[CH:10][C:9]=1[CH3:17].C(O[C:21](=[NH:23])[CH3:22])C.[C:24]([OH:27])(=[O:26])[CH3:25]. (9) Given the product [I:1][C:2]1[CH:11]=[CH:10][C:9]([N:15]2[CH:16]=[CH:17][CH:18]=[CH:19][C:14]2=[O:13])=[CH:8][C:3]=1[C:4]([OH:6])=[O:5], predict the reactants needed to synthesize it. The reactants are: [I:1][C:2]1[CH:11]=[CH:10][C:9](I)=[CH:8][C:3]=1[C:4]([O:6]C)=[O:5].[OH:13][C:14]1[CH:19]=[CH:18][CH:17]=[CH:16][N:15]=1.OC1C=CC=C2C=1N=CC=C2.[O-]P([O-])([O-])=O.[K+].[K+].[K+].